From a dataset of Catalyst prediction with 721,799 reactions and 888 catalyst types from USPTO. Predict which catalyst facilitates the given reaction. Reactant: [NH2:1][CH2:2][C@@H:3]1[C@@H:11]([C@@:12]2([CH3:21])[CH2:17][CH2:16][C@H:15]([OH:18])[CH2:14][C@@H:13]2[CH2:19][OH:20])[CH2:10][CH2:9][C@@:8]2([CH3:22])[C@H:4]1[CH2:5][CH2:6][C:7]2=[CH2:23].C1CN([P+](ON2N=NC3C=CC=CC2=3)(N2CCCC2)N2CCCC2)CC1.F[P-](F)(F)(F)(F)F.[CH3:57][C:58]1[CH:59]=[CH:60][C:61]([C:64](O)=[O:65])=[CH:62][CH:63]=1.CCN(C(C)C)C(C)C. Product: [OH:18][C@H:15]1[CH2:16][CH2:17][C@@:12]([C@H:11]2[CH2:10][CH2:9][C@@:8]3([CH3:22])[C@@H:4]([CH2:5][CH2:6][C:7]3=[CH2:23])[C@@H:3]2[CH2:2][NH:1][C:64](=[O:65])[C:61]2[CH:62]=[CH:63][C:58]([CH3:57])=[CH:59][CH:60]=2)([CH3:21])[C@@H:13]([CH2:19][OH:20])[CH2:14]1. The catalyst class is: 329.